From a dataset of Retrosynthesis with 50K atom-mapped reactions and 10 reaction types from USPTO. Predict the reactants needed to synthesize the given product. (1) Given the product CC(C)(C)OC(=O)N1CCC(O)(c2ccc(Cl)cc2)C(OCc2ccc3ccccc3c2)C1, predict the reactants needed to synthesize it. The reactants are: BrCc1ccc2ccccc2c1.CC(C)(C)OC(=O)N1CCC(O)(c2ccc(Cl)cc2)C(O)C1. (2) Given the product Oc1cccc(OCc2ccccc2)c1, predict the reactants needed to synthesize it. The reactants are: BrCc1ccccc1.Oc1cccc(O)c1. (3) Given the product CC(C)c1nnc2ccc(Sc3ccccc3CN)cn12, predict the reactants needed to synthesize it. The reactants are: CC(C)c1nnc2ccc(Sc3ccccc3CN=[N+]=[N-])cn12. (4) Given the product Cc1cc(C)n(-c2ncc(Br)cn2)n1, predict the reactants needed to synthesize it. The reactants are: Cc1cc(C)[nH]n1.Clc1ncc(Br)cn1. (5) Given the product CCOC(=O)[C@@H]1C[C@H](N)CN1C(=O)OC(C)(C)C, predict the reactants needed to synthesize it. The reactants are: CCOC(=O)[C@@H]1C[C@H](N=[N+]=[N-])CN1C(=O)OC(C)(C)C. (6) Given the product CCCn1c(C)cc2ccnc(N)c21, predict the reactants needed to synthesize it. The reactants are: CCCn1c(C)cc2ccnc(NCc3ccccc3)c21.